This data is from Full USPTO retrosynthesis dataset with 1.9M reactions from patents (1976-2016). The task is: Predict the reactants needed to synthesize the given product. (1) Given the product [CH2:27]([NH:28][CH2:29][CH3:30])[CH3:22].[F:11][C:12]1[C:13]([OH:41])=[CH:14][C:15]([CH2:36][C:37]([F:38])([F:39])[F:40])=[C:16]([C:18]2[CH:26]=[C:25]3[C:21]([C:22]([C:27]4[NH:28][C:29]5[CH2:34][CH2:33][N:32]([C:6]([C:5]6[CH:4]=[CH:3][C:2]([F:1])=[CH:10][CH:9]=6)=[O:8])[CH2:31][C:30]=5[N:35]=4)=[N:23][NH:24]3)=[CH:20][CH:19]=2)[CH:17]=1, predict the reactants needed to synthesize it. The reactants are: [F:1][C:2]1[CH:10]=[CH:9][C:5]([C:6]([OH:8])=O)=[CH:4][CH:3]=1.[F:11][C:12]1[CH:17]=[C:16]([C:18]2[CH:26]=[C:25]3[C:21]([C:22]([C:27]4[NH:28][C:29]5[CH2:34][CH2:33][NH:32][CH2:31][C:30]=5[N:35]=4)=[N:23][NH:24]3)=[CH:20][CH:19]=2)[C:15]([CH2:36][C:37]([F:40])([F:39])[F:38])=[CH:14][C:13]=1[OH:41]. (2) Given the product [N:21]1[CH:22]=[CH:23][C:18]([C:16]2[CH:15]=[C:14]3[C:9]([CH:10]=[CH:11][N:12]=[CH:13]3)=[C:8]([NH2:7])[CH:17]=2)=[CH:19][CH:20]=1, predict the reactants needed to synthesize it. The reactants are: COC1C=C(C=CC=1OC)C[NH:7][C:8]1[CH:17]=[C:16]([C:18]2[CH:23]=[CH:22][N:21]=[CH:20][CH:19]=2)[CH:15]=[C:14]2[C:9]=1[CH:10]=[CH:11][N:12]=[CH:13]2.